Dataset: Forward reaction prediction with 1.9M reactions from USPTO patents (1976-2016). Task: Predict the product of the given reaction. The product is: [CH2:1]([O:8][C:9]1[CH:17]=[CH:16][C:12]([C:13]([N:20]([O:21][CH3:22])[CH3:19])=[O:14])=[CH:11][CH:10]=1)[C:2]1[CH:7]=[CH:6][CH:5]=[CH:4][CH:3]=1. Given the reactants [CH2:1]([O:8][C:9]1[CH:17]=[CH:16][C:12]([C:13](Cl)=[O:14])=[CH:11][CH:10]=1)[C:2]1[CH:7]=[CH:6][CH:5]=[CH:4][CH:3]=1.Cl.[CH3:19][NH:20][O:21][CH3:22].C(N(CC)CC)C, predict the reaction product.